From a dataset of Full USPTO retrosynthesis dataset with 1.9M reactions from patents (1976-2016). Predict the reactants needed to synthesize the given product. (1) The reactants are: [F:1][C:2]1[CH:7]=[C:6]([O:8][CH3:9])[CH:5]=[CH:4][C:3]=1[C:10]1[CH:15]=[CH:14][N:13]=[C:12]([O:16]C)[CH:11]=1.[OH-].[Na+]. Given the product [F:1][C:2]1[CH:7]=[C:6]([O:8][CH3:9])[CH:5]=[CH:4][C:3]=1[C:10]1[CH:15]=[CH:14][NH:13][C:12](=[O:16])[CH:11]=1, predict the reactants needed to synthesize it. (2) The reactants are: [F:1][C@H:2]1[C@@H:7]([O:8][C:9]2[CH:16]=[CH:15][C:14]([C:17]3[N:22]=[C:21]([NH:23][C:24]4[CH:29]=[CH:28][C:27]([N:30]5[CH2:35][CH2:34][N:33]([CH:36]6[CH2:39][O:38][CH2:37]6)[CH2:32][CH2:31]5)=[CH:26][CH:25]=4)[N:20]=[CH:19][N:18]=3)=[CH:13][C:10]=2[C:11]#[N:12])[CH2:6][CH2:5][NH:4][CH2:3]1.CN(C(ON1N=NC2C=CC=NC1=2)=[N+](C)C)C.F[P-](F)(F)(F)(F)F.CCN(C(C)C)C(C)C.[C:73]([NH:76][C@@H:77]([CH3:81])[C:78](O)=[O:79])(=[O:75])[CH3:74]. Given the product [C:11]([C:10]1[CH:13]=[C:14]([C:17]2[N:22]=[C:21]([NH:23][C:24]3[CH:29]=[CH:28][C:27]([N:30]4[CH2:31][CH2:32][N:33]([CH:36]5[CH2:39][O:38][CH2:37]5)[CH2:34][CH2:35]4)=[CH:26][CH:25]=3)[N:20]=[CH:19][N:18]=2)[CH:15]=[CH:16][C:9]=1[O:8][C@H:7]1[CH2:6][CH2:5][N:4]([C:78](=[O:79])[C@@H:77]([NH:76][C:73](=[O:75])[CH3:74])[CH3:81])[CH2:3][C@H:2]1[F:1])#[N:12], predict the reactants needed to synthesize it. (3) Given the product [CH3:1][O:2][CH:3]1[CH:9]([O:10][CH3:11])[CH:8]([O:12][CH3:13])[CH2:7][CH2:5][CH:4]1[NH2:20], predict the reactants needed to synthesize it. The reactants are: [CH3:1][O:2][C:3]1[CH:4]=[C:5]([CH:7]=[C:8]([O:12][CH3:13])[C:9]=1[O:10][CH3:11])N.C(C1C=C(C=C(C(O)=O)C=1)[NH2:20])(O)=O. (4) Given the product [CH3:1][N:2]([C:12]([C:6]1[CH:11]=[CH:10][CH:9]=[CH:8][CH:7]=1)([C:19]1[CH:20]=[CH:21][CH:22]=[CH:23][CH:24]=1)[C:13]1[CH:14]=[CH:15][CH:16]=[CH:17][CH:18]=1)[CH2:3][CH2:4][OH:5], predict the reactants needed to synthesize it. The reactants are: [CH3:1][NH:2][CH2:3][CH2:4][OH:5].[C:6]1([C:12](Cl)([C:19]2[CH:24]=[CH:23][CH:22]=[CH:21][CH:20]=2)[C:13]2[CH:18]=[CH:17][CH:16]=[CH:15][CH:14]=2)[CH:11]=[CH:10][CH:9]=[CH:8][CH:7]=1.C(N(CC)CC)C. (5) Given the product [C:11]1([C:9]2[NH:10][C:4]3[C:5]([N:8]=2)=[N:6][CH:7]=[C:2]([C:17]2[CH:22]=[CH:21][CH:20]=[CH:19][CH:18]=2)[CH:3]=3)[CH:16]=[CH:15][CH:14]=[CH:13][CH:12]=1, predict the reactants needed to synthesize it. The reactants are: Br[C:2]1[CH:3]=[C:4]2[NH:10][C:9]([C:11]3[CH:16]=[CH:15][CH:14]=[CH:13][CH:12]=3)=[N:8][C:5]2=[N:6][CH:7]=1.[C:17]1(OB(O)O)[CH:22]=[CH:21][CH:20]=[CH:19][CH:18]=1.C(=O)([O-])[O-].[Na+].[Na+].O1CCCC1.